This data is from Reaction yield outcomes from USPTO patents with 853,638 reactions. The task is: Predict the reaction yield, written as a fraction of the theoretical maximum amount of product (1.0 means a 100% yield; for example, 0.34 means a 34% yield). (1) The reactants are [CH2:1]([N:3]1[C:7]([S:8][C:9]2[CH:10]=[C:11]([C:17]#[N:18])[CH:12]=[C:13]([CH:16]=2)[C:14]#[N:15])=[C:6]([CH:19]([CH3:21])[CH3:20])[N:5]=[C:4]1[CH2:22]O)[CH3:2].[C:24]1(=[O:34])[NH:28][C:27](=[O:29])[C:26]2=[CH:30][CH:31]=[CH:32][CH:33]=[C:25]12. No catalyst specified. The yield is 0.940. The product is [O:29]=[C:27]1[C:26]2[C:25](=[CH:33][CH:32]=[CH:31][CH:30]=2)[C:24](=[O:34])[N:28]1[CH2:22][C:4]1[N:3]([CH2:1][CH3:2])[C:7]([S:8][C:9]2[CH:10]=[C:11]([C:17]#[N:18])[CH:12]=[C:13]([CH:16]=2)[C:14]#[N:15])=[C:6]([CH:19]([CH3:20])[CH3:21])[N:5]=1. (2) The reactants are [CH2:1]([O:3][C:4](=[O:18])[CH2:5][C:6]1[CH:11]=[CH:10][C:9]([I:12])=[C:8]([O:13][CH2:14][CH:15]2[CH2:17][CH2:16]2)[CH:7]=1)[CH3:2].[H-].[Na+].[CH2:21](Br)[CH:22]([CH3:24])[CH3:23].[Cl-].[NH4+]. The catalyst is CN(C=O)C. The product is [CH2:1]([O:3][C:4](=[O:18])[CH:5]([C:6]1[CH:11]=[CH:10][C:9]([I:12])=[C:8]([O:13][CH2:14][CH:15]2[CH2:16][CH2:17]2)[CH:7]=1)[CH2:21][CH:22]([CH3:24])[CH3:23])[CH3:2]. The yield is 0.840.